From a dataset of Full USPTO retrosynthesis dataset with 1.9M reactions from patents (1976-2016). Predict the reactants needed to synthesize the given product. (1) Given the product [CH2:1]([O:5][C:6]1[C:11]([F:12])=[C:10]([N:24]2[CH2:25][CH:26]([CH3:27])[CH:22]([CH3:21])[CH2:23]2)[N:9]=[CH:8][N:7]=1)[C:2]#[C:3][CH3:4], predict the reactants needed to synthesize it. The reactants are: [CH2:1]([O:5][C:6]1[C:11]([F:12])=[C:10](Cl)[N:9]=[CH:8][N:7]=1)[C:2]#[C:3][CH3:4].C(=O)([O-])[O-].[K+].[K+].Cl.[CH3:21][CH:22]1[CH:26]([CH3:27])[CH2:25][NH:24][CH2:23]1.[Cl-].[NH4+]. (2) Given the product [CH2:6]([O:10][C:11]1[C:16]([F:17])=[C:15]([N:28]2[CH2:29][CH2:30][C:26]([CH3:31])([CH3:25])[CH2:27]2)[N:14]=[CH:13][N:12]=1)[C:7]#[C:8][CH3:9], predict the reactants needed to synthesize it. The reactants are: CN(C)C=O.[CH2:6]([O:10][C:11]1[C:16]([F:17])=[C:15](Cl)[N:14]=[CH:13][N:12]=1)[C:7]#[C:8][CH3:9].C(=O)([O-])[O-].[K+].[K+].[CH3:25][C:26]1([CH3:31])[CH2:30][CH2:29][NH:28][CH2:27]1. (3) Given the product [CH3:9][S:8][C:6]1[N:7]=[C:2]([O:35][CH2:36][C@H:37]2[CH2:39][C@H:38]2[C:40]#[N:41])[CH:3]=[C:4]([N:10]2[CH2:15][CH2:14][CH:13]([C:16]3[C:24]4[C:19](=[N:20][CH:21]=[CH:22][CH:23]=4)[NH:18][N:17]=3)[CH2:12][CH2:11]2)[N:5]=1, predict the reactants needed to synthesize it. The reactants are: Cl[C:2]1[N:7]=[C:6]([S:8][CH3:9])[N:5]=[C:4]([N:10]2[CH2:15][CH2:14][CH:13]([C:16]3[C:24]4[C:19](=[N:20][CH:21]=[CH:22][CH:23]=4)[NH:18][N:17]=3)[CH2:12][CH2:11]2)[CH:3]=1.C[Si]([N-][Si](C)(C)C)(C)C.[K+].[OH:35][CH2:36][C@H:37]1[CH2:39][C@H:38]1[C:40]#[N:41].Cl. (4) Given the product [CH3:22][C:23]1([CH2:27][NH:28][C:19]([C:16]2[CH:15]=[C:14]([CH2:13][CH2:12][CH2:11][C:2]3[CH:3]=[CH:4][C:5]4[C:10](=[CH:9][CH:8]=[CH:7][CH:6]=4)[CH:1]=3)[O:18][N:17]=2)=[O:21])[CH2:26][O:25][CH2:24]1, predict the reactants needed to synthesize it. The reactants are: [CH:1]1[C:10]2[C:5](=[CH:6][CH:7]=[CH:8][CH:9]=2)[CH:4]=[CH:3][C:2]=1[CH2:11][CH2:12][CH2:13][C:14]1[O:18][N:17]=[C:16]([C:19]([OH:21])=O)[CH:15]=1.[CH3:22][C:23]1([CH2:27][NH2:28])[CH2:26][O:25][CH2:24]1.ON1C2C=CC=CC=2N=N1.Cl.C(N=C=NCCCN(C)C)C.Cl. (5) Given the product [C:61]([C:69]1[CH:70]=[CH:71][C:72]([C:73]([NH:17][CH2:18][C:19](=[O:20])[N:21]2[CH2:22][CH2:23][N:24]([C:27](=[O:38])[C:28]3[CH:33]=[CH:32][CH:31]=[CH:30][C:29]=3[C:34]([F:37])([F:35])[F:36])[CH2:25][CH2:26]2)=[O:74])=[CH:76][CH:77]=1)(=[O:68])[C:62]1[CH:63]=[CH:64][CH:65]=[CH:66][CH:67]=1, predict the reactants needed to synthesize it. The reactants are: CCN(C(C)C)C(C)C.OC(C(F)(F)F)=O.[NH2:17][CH2:18][C:19]([N:21]1[CH2:26][CH2:25][N:24]([C:27](=[O:38])[C:28]2[CH:33]=[CH:32][CH:31]=[CH:30][C:29]=2[C:34]([F:37])([F:36])[F:35])[CH2:23][CH2:22]1)=[O:20].C1C=CC2N(O)N=NC=2C=1.CCN=C=NCCCN(C)C.Cl.[C:61]([C:69]1[CH:77]=[CH:76][C:72]([C:73](O)=[O:74])=[CH:71][CH:70]=1)(=[O:68])[C:62]1[CH:67]=[CH:66][CH:65]=[CH:64][CH:63]=1. (6) The reactants are: [F:1][C:2]1([F:8])[CH2:5][CH:4]([CH2:6][OH:7])[CH2:3]1.[H-].[Na+].[N:11]1[CH:16]=[CH:15][CH:14]=[CH:13][C:12]=1[C@@:17]12[O:35][CH2:34][O:33][C@@H:18]1[CH2:19][N:20]([C:23]([C:25]1[CH:30]=[CH:29][C:28](F)=[C:27]([Cl:32])[CH:26]=1)=[O:24])[CH2:21][CH2:22]2. Given the product [N:11]1[CH:16]=[CH:15][CH:14]=[CH:13][C:12]=1[C@@:17]12[O:35][CH2:34][O:33][C@@H:18]1[CH2:19][N:20]([C:23]([C:25]1[CH:30]=[CH:29][C:28]([O:7][CH2:6][CH:4]3[CH2:5][C:2]([F:8])([F:1])[CH2:3]3)=[C:27]([Cl:32])[CH:26]=1)=[O:24])[CH2:21][CH2:22]2, predict the reactants needed to synthesize it. (7) Given the product [Cl:37][C:34]1[CH:35]=[CH:36][C:31]([C:11](=[C:12]([C:19]2[CH:20]=[CH:21][C:22]([O:23][CH2:24][CH2:25][N:26]([CH3:27])[CH3:28])=[CH:29][CH:30]=2)[C:13]2[CH:18]=[CH:17][CH:16]=[CH:15][CH:14]=2)[CH2:10][CH2:9][OH:8])=[CH:32][CH:33]=1, predict the reactants needed to synthesize it. The reactants are: C([O:8][CH2:9][CH2:10][C:11]([C:31]1[CH:36]=[CH:35][C:34]([Cl:37])=[CH:33][CH:32]=1)=[C:12]([C:19]1[CH:30]=[CH:29][C:22]([O:23][CH2:24][CH2:25][N:26]([CH3:28])[CH3:27])=[CH:21][CH:20]=1)[C:13]1[CH:18]=[CH:17][CH:16]=[CH:15][CH:14]=1)C1C=CC=CC=1.C(Cl)(=O)C.C(OCC)(=O)C. (8) Given the product [N:9]1([C:6]2[CH:5]=[CH:4][C:3]([C:1]([NH2:2])=[S:16])=[CH:8][CH:7]=2)[CH2:14][CH2:13][NH:12][CH2:11][CH2:10]1, predict the reactants needed to synthesize it. The reactants are: [C:1]([C:3]1[CH:8]=[CH:7][C:6]([N:9]2[CH2:14][CH2:13][NH:12][CH2:11][CH2:10]2)=[CH:5][CH:4]=1)#[N:2].P12(SP3(SP(SP(S3)(S1)=S)(=S)S2)=S)=[S:16].